This data is from Forward reaction prediction with 1.9M reactions from USPTO patents (1976-2016). The task is: Predict the product of the given reaction. (1) Given the reactants [NH2:1][C:2]1[CH:10]=[C:9]([N+:11]([O-:13])=[O:12])[CH:8]=[CH:7][C:3]=1[C:4]([OH:6])=O.[CH:14]([NH2:16])=O.C([O-])(O)=O.[Na+], predict the reaction product. The product is: [N+:11]([C:9]1[CH:10]=[C:2]2[C:3]([C:4](=[O:6])[NH:16][CH:14]=[N:1]2)=[CH:7][CH:8]=1)([O-:13])=[O:12]. (2) Given the reactants O/N=[C:3](/[C:20]1[CH:25]=[CH:24][CH:23]=[C:22]([O:26][CH3:27])[CH:21]=1)\[CH2:4][O:5][C:6]1[CH:19]=[CH:18][C:9]([CH2:10][CH:11]2[S:15][C:14](=[O:16])[NH:13][C:12]2=[O:17])=[CH:8][CH:7]=1.[OH-:28].[Na+].CO.C(Cl)Cl, predict the reaction product. The product is: [CH3:27][O:26][C:22]1[CH:21]=[C:20]([C:3](=[O:28])[CH2:4][O:5][C:6]2[CH:19]=[CH:18][C:9]([CH2:10][CH:11]3[S:15][C:14](=[O:16])[NH:13][C:12]3=[O:17])=[CH:8][CH:7]=2)[CH:25]=[CH:24][CH:23]=1. (3) Given the reactants [CH:1]1([O:8][C:9]2[CH:10]=[CH:11][C:12]([C:15]#[N:16])=[N:13][CH:14]=2)[CH2:7][CH2:6][CH2:5][CH2:4][CH2:3][CH2:2]1.[C:17]([O:21][C:22](O[C:22]([O:21][C:17]([CH3:20])([CH3:19])[CH3:18])=[O:23])=[O:23])([CH3:20])([CH3:19])[CH3:18].[H][H], predict the reaction product. The product is: [C:17]([O:21][C:22]([NH:16][CH2:15][C:12]1[CH:11]=[CH:10][C:9]([O:8][CH:1]2[CH2:2][CH2:3][CH2:4][CH2:5][CH2:6][CH2:7]2)=[CH:14][N:13]=1)=[O:23])([CH3:20])([CH3:19])[CH3:18].